From a dataset of Catalyst prediction with 721,799 reactions and 888 catalyst types from USPTO. Predict which catalyst facilitates the given reaction. (1) Reactant: [F:1][C:2]([F:45])([F:44])[O:3][C:4]1[CH:9]=[CH:8][C:7]([C:10]2[N:14]=[C:13]([C:15]3[CH:16]=[CH:17][C:18](=[O:43])[N:19]([CH2:21][C:22]4[CH:27]=[CH:26][CH:25]=[C:24]([C:28]5([CH2:31][O:32][Si](C(C)C)(C(C)C)C(C)C)[CH2:30][CH2:29]5)[CH:23]=4)[N:20]=3)[O:12][N:11]=2)=[CH:6][CH:5]=1.[F-].C([N+](CCCC)(CCCC)CCCC)CCC. Product: [OH:32][CH2:31][C:28]1([C:24]2[CH:23]=[C:22]([CH:27]=[CH:26][CH:25]=2)[CH2:21][N:19]2[C:18](=[O:43])[CH:17]=[CH:16][C:15]([C:13]3[O:12][N:11]=[C:10]([C:7]4[CH:8]=[CH:9][C:4]([O:3][C:2]([F:1])([F:45])[F:44])=[CH:5][CH:6]=4)[N:14]=3)=[N:20]2)[CH2:29][CH2:30]1. The catalyst class is: 1. (2) Reactant: C(=O)([O-])[O-].[K+].[K+].Br[CH2:8][CH2:9][O:10][CH3:11].[Cl:12][C:13]1[CH:34]=[CH:33][C:16]([CH2:17][NH:18][C:19]([C:21]2[C:22]([OH:32])=[C:23]3[CH:29]=[C:28]([CH2:30][OH:31])[S:27][C:24]3=[N:25][CH:26]=2)=[O:20])=[CH:15][CH:14]=1. Product: [Cl:12][C:13]1[CH:14]=[CH:15][C:16]([CH2:17][NH:18][C:19]([C:21]2[C:22](=[O:32])[C:23]3[CH:29]=[C:28]([CH2:30][OH:31])[S:27][C:24]=3[N:25]([CH2:8][CH2:9][O:10][CH3:11])[CH:26]=2)=[O:20])=[CH:33][CH:34]=1. The catalyst class is: 18. (3) Reactant: Cl.[CH3:2][O:3][C:4]1[CH:16]=[CH:15][C:7]([CH2:8][N:9]2[C:13]([NH2:14])=[CH:12][CH:11]=[N:10]2)=[CH:6][CH:5]=1.[C:17](=O)([O-])[O-].[K+].[K+].COC(OC)N(C)C.[C:31]1(=[O:37])[NH:35][C:34](=[O:36])[CH:33]=[CH:32]1. Product: [CH3:2][O:3][C:4]1[CH:5]=[CH:6][C:7]([CH2:8][N:9]2[C:13]3=[N:14][CH:17]=[C:33]4[C:34](=[O:36])[NH:35][C:31](=[O:37])[C:32]4=[C:12]3[CH:11]=[N:10]2)=[CH:15][CH:16]=1. The catalyst class is: 211.